This data is from Reaction yield outcomes from USPTO patents with 853,638 reactions. The task is: Predict the reaction yield, written as a fraction of the theoretical maximum amount of product (1.0 means a 100% yield; for example, 0.34 means a 34% yield). (1) The reactants are [Cl:1][C:2]1[C:10]2[C:5](=[C:6]([Cl:24])[CH:7]=[C:8]([CH2:13][C@@H:14]([CH2:19][C:20]([O:22][CH3:23])=[O:21])[C:15]([O:17]C)=O)[C:9]=2[CH2:11]O)[NH:4][N:3]=1.S(Cl)(Cl)=O.[F:29][C:30]([F:34])([F:33])[CH2:31][NH2:32].C(=O)([O-])[O-].[K+].[K+].C(O)(=O)C. The product is [Cl:1][C:2]1[C:10]2[C:9]3[CH2:11][N:32]([CH2:31][C:30]([F:34])([F:33])[F:29])[C:15](=[O:17])[C@H:14]([CH2:19][C:20]([O:22][CH3:23])=[O:21])[CH2:13][C:8]=3[CH:7]=[C:6]([Cl:24])[C:5]=2[NH:4][N:3]=1. The yield is 0.420. The catalyst is C(#N)C.C(OCC)(=O)C. (2) The catalyst is O1CCCC1. The reactants are [H-].[Na+].[CH3:3][O:4][C:5]([C:7]1[C:11]([N+:12]([O-:14])=[O:13])=[CH:10][NH:9][N:8]=1)=[O:6].[CH3:15]I. The yield is 0.828. The product is [CH3:3][O:4][C:5]([C:7]1[C:11]([N+:12]([O-:14])=[O:13])=[CH:10][N:9]([CH3:15])[N:8]=1)=[O:6]. (3) The reactants are [Cl:1][C:2]1[CH:3]=[C:4]([C:12]2[CH:21]=[CH:20][C:19]3[C:14](=[CH:15][CH:16]=[C:17]([O:22]C)[CH:18]=3)[C:13]=2[O:24][C:25]2[CH:39]=[CH:38][C:28]([O:29][CH2:30][CH2:31][N:32]3[CH2:37][CH2:36][CH2:35][CH2:34][CH2:33]3)=[CH:27][CH:26]=2)[CH:5]=[CH:6][C:7]=1[S:8]([CH3:11])(=[O:10])=[O:9].Cl.B(Br)(Br)Br.O. The catalyst is C(OCC)(=O)C.C(OCC)C.ClCCl. The product is [Cl:1][C:2]1[CH:3]=[C:4]([C:12]2[C:13]([O:24][C:25]3[CH:39]=[CH:38][C:28]([O:29][CH2:30][CH2:31][N:32]4[CH2:33][CH2:34][CH2:35][CH2:36][CH2:37]4)=[CH:27][CH:26]=3)=[C:14]3[C:19](=[CH:20][CH:21]=2)[CH:18]=[C:17]([OH:22])[CH:16]=[CH:15]3)[CH:5]=[CH:6][C:7]=1[S:8]([CH3:11])(=[O:10])=[O:9]. The yield is 0.680. (4) The reactants are CC1C=CC(S(O[CH2:12][C@H:13]2[CH2:17][CH2:16][C:15](=[O:18])[NH:14]2)(=O)=O)=CC=1.[CH3:19][O:20][C:21]1[CH:26]=[CH:25][C:24]([SH:27])=[CH:23][CH:22]=1.C([O-])([O-])=O.[Cs+].[Cs+].CCOC(C)=O. The catalyst is CC#N.O. The product is [CH3:19][O:20][C:21]1[CH:26]=[CH:25][C:24]([S:27][CH2:12][C@@H:13]2[NH:14][C:15](=[O:18])[CH2:16][CH2:17]2)=[CH:23][CH:22]=1. The yield is 0.980. (5) The reactants are [C:1]([O:5][C:6]([NH:8][CH2:9][CH2:10][CH:11]1[CH2:16][CH2:15][NH:14][CH2:13][CH2:12]1)=[O:7])([CH3:4])([CH3:3])[CH3:2].C[Si]([N:21]=[C:22]=[O:23])(C)C. The catalyst is ClCCl. The product is [C:1]([O:5][C:6]([NH:8][CH2:9][CH2:10][CH:11]1[CH2:12][CH2:13][N:14]([C:22]([NH2:21])=[O:23])[CH2:15][CH2:16]1)=[O:7])([CH3:4])([CH3:2])[CH3:3]. The yield is 0.520. (6) The reactants are [CH3:1][O:2][C:3]1[CH:4]=[C:5]([P:12](Cl)(Cl)=[O:13])[CH:6]=[CH:7][C:8]=1[N+:9]([O-:11])=[O:10].[CH:16]([Mg]Br)=[CH2:17].[CH2:20]1COC[CH2:21]1. No catalyst specified. The product is [CH:20]([P:12](=[O:13])([CH:16]=[CH2:17])[C:5]1[CH:6]=[CH:7][C:8]([N+:9]([O-:11])=[O:10])=[C:3]([O:2][CH3:1])[CH:4]=1)=[CH2:21]. The yield is 0.750. (7) The yield is 0.860. No catalyst specified. The product is [CH3:1][S:2]([C:5]1[CH:6]=[CH:7][C:8]([CH2:11][CH2:12][C:13]([O:15][CH3:16])=[O:14])=[CH:9][CH:10]=1)(=[N:4][C:39]([C:38]1[CH:37]=[N:36][CH:35]=[C:34]([C:33]#[C:32][C:28]2[CH:29]=[CH:30][CH:31]=[C:26]([NH:25][C:23]([C:19]3[O:20][CH:21]=[CH:22][C:18]=3[CH3:17])=[O:24])[CH:27]=2)[CH:42]=1)=[O:40])=[O:3]. The reactants are [CH3:1][S:2]([C:5]1[CH:10]=[CH:9][C:8]([CH2:11][CH2:12][C:13]([O:15][CH3:16])=[O:14])=[CH:7][CH:6]=1)(=[NH:4])=[O:3].[CH3:17][C:18]1[CH:22]=[CH:21][O:20][C:19]=1[C:23]([NH:25][C:26]1[CH:27]=[C:28]([C:32]#[C:33][C:34]2[CH:35]=[N:36][CH:37]=[C:38]([CH:42]=2)[C:39](O)=[O:40])[CH:29]=[CH:30][CH:31]=1)=[O:24].